From a dataset of Forward reaction prediction with 1.9M reactions from USPTO patents (1976-2016). Predict the product of the given reaction. (1) The product is: [C:23]([C:25]1[CH:32]=[CH:31][C:28]([CH2:29][N:17]2[CH2:18][CH2:19][N:14]([S:11]([C:2]3[CH:3]=[CH:4][C:5]4[C:10](=[CH:9][CH:8]=[CH:7][CH:6]=4)[CH:1]=3)(=[O:13])=[O:12])[CH2:15][C:16]2=[O:20])=[CH:27][CH:26]=1)#[N:24]. Given the reactants [CH:1]1[C:10]2[C:5](=[CH:6][CH:7]=[CH:8][CH:9]=2)[CH:4]=[CH:3][C:2]=1[S:11]([N:14]1[CH2:19][CH2:18][NH:17][C:16](=[O:20])[CH2:15]1)(=[O:13])=[O:12].[H-].[Na+].[C:23]([C:25]1[CH:32]=[CH:31][C:28]([CH2:29]Cl)=[CH:27][CH:26]=1)#[N:24], predict the reaction product. (2) Given the reactants [O:1]1[CH2:6][CH2:5][N:4]([C:7]2[CH:8]=[N:9][CH:10]=[C:11]3[C:16]=2[N:15]=[C:14]([C:17]([O:19]C)=[O:18])[CH:13]=[CH:12]3)[CH2:3][CH2:2]1.O1CCOCC1.[OH-].[Li+], predict the reaction product. The product is: [O:1]1[CH2:6][CH2:5][N:4]([C:7]2[CH:8]=[N:9][CH:10]=[C:11]3[C:16]=2[N:15]=[C:14]([C:17]([OH:19])=[O:18])[CH:13]=[CH:12]3)[CH2:3][CH2:2]1. (3) Given the reactants C[O:2][C:3](=O)[C:4](=[N:14][O:15][CH3:16])[CH2:5][C:6]1[CH:11]=[CH:10][C:9]([Cl:12])=[CH:8][C:7]=1[Cl:13].[BH4-].[Na+], predict the reaction product. The product is: [CH3:16][O:15][N:14]=[C:4]([CH2:3][OH:2])[CH2:5][C:6]1[CH:11]=[CH:10][C:9]([Cl:12])=[CH:8][C:7]=1[Cl:13]. (4) Given the reactants [F:1][C:2]1[CH:7]=[CH:6][C:5]([C:8]2[C:12](/[CH:13]=[CH:14]/[C:15]3[CH:16]=[C:17]([C:20]([OH:22])=O)[NH:18][N:19]=3)=[C:11]([CH3:23])[O:10][N:9]=2)=[CH:4][CH:3]=1.[NH:24]1[CH2:29][CH2:28][O:27][CH2:26][CH2:25]1, predict the reaction product. The product is: [F:1][C:2]1[CH:3]=[CH:4][C:5]([C:8]2[C:12](/[CH:13]=[CH:14]/[C:15]3[CH:16]=[C:17]([C:20]([N:24]4[CH2:29][CH2:28][O:27][CH2:26][CH2:25]4)=[O:22])[NH:18][N:19]=3)=[C:11]([CH3:23])[O:10][N:9]=2)=[CH:6][CH:7]=1. (5) The product is: [CH3:8][C:6]1([CH3:7])[C:2]([CH3:19])([CH3:1])[O:3][B:4]([C:9]2[CH:14]=[CH:13][C:12]([CH2:15][C:16]([O:18][CH2:20][CH3:21])=[O:17])=[CH:11][CH:10]=2)[O:5]1. Given the reactants [CH3:1][C:2]1([CH3:19])[C:6]([CH3:8])([CH3:7])[O:5][B:4]([C:9]2[CH:14]=[CH:13][C:12]([CH2:15][C:16]([OH:18])=[O:17])=[CH:11][CH:10]=2)[O:3]1.[CH2:20](O)[CH3:21].C1(P(C2C=CC=CC=2)C2C=CC=CC=2)C=CC=CC=1, predict the reaction product.